Dataset: Reaction yield outcomes from USPTO patents with 853,638 reactions. Task: Predict the reaction yield, written as a fraction of the theoretical maximum amount of product (1.0 means a 100% yield; for example, 0.34 means a 34% yield). (1) The catalyst is CO.O1CCOCC1. The product is [NH2:8][N:9]1[C:13]([C:14]#[N:15])=[CH:12][CH:11]=[C:10]1[CH:16]1[CH2:17][N:18]([C:20]([O:22][CH2:23][C:24]2[CH:29]=[CH:28][CH:27]=[CH:26][CH:25]=2)=[O:21])[CH2:19]1. The yield is 0.960. The reactants are C(OC([NH:8][N:9]1[C:13]([C:14]#[N:15])=[CH:12][CH:11]=[C:10]1[CH:16]1[CH2:19][N:18]([C:20]([O:22][CH2:23][C:24]2[CH:29]=[CH:28][CH:27]=[CH:26][CH:25]=2)=[O:21])[CH2:17]1)=O)(C)(C)C.C([O-])([O-])=O.[Na+].[Na+]. (2) The reactants are [N:1]1[CH:6]=[CH:5][CH:4]=[CH:3][C:2]=1[CH:7]([C:9]1[CH:14]=[CH:13][CH:12]=[CH:11][N:10]=1)[CH3:8].[CH3:15][N:16]([CH3:25])[C:17]1[CH:22]=[C:21](F)[N:20]=[C:19](F)[CH:18]=1. No catalyst specified. The product is [CH3:15][N:16]([CH3:25])[C:17]1[CH:22]=[C:21]([C:7]([C:9]2[CH:14]=[CH:13][CH:12]=[CH:11][N:10]=2)([C:2]2[CH:3]=[CH:4][CH:5]=[CH:6][N:1]=2)[CH3:8])[N:20]=[C:19]([C:7]([C:9]2[CH:14]=[CH:13][CH:12]=[CH:11][N:10]=2)([C:2]2[CH:3]=[CH:4][CH:5]=[CH:6][N:1]=2)[CH3:8])[CH:18]=1. The yield is 0.610. (3) The reactants are [NH2:1][C:2]1[C:7]([C:8]2[O:12][N:11]=[C:10]([CH2:13][C:14]3[CH:19]=[CH:18][C:17]([OH:20])=[CH:16][CH:15]=3)[CH:9]=2)=[CH:6][CH:5]=[CH:4][N:3]=1.[OH-].[Na+].[F:23][C:24]1[CH:31]=[CH:30][CH:29]=[CH:28][C:25]=1[CH2:26]Br. The catalyst is CO. The product is [F:23][C:24]1[CH:31]=[CH:30][CH:29]=[CH:28][C:25]=1[CH2:26][O:20][C:17]1[CH:18]=[CH:19][C:14]([CH2:13][C:10]2[CH:9]=[C:8]([C:7]3[C:2]([NH2:1])=[N:3][CH:4]=[CH:5][CH:6]=3)[O:12][N:11]=2)=[CH:15][CH:16]=1. The yield is 0.430. (4) The reactants are Br[CH:2]1[CH2:8][O:7][C:6]2[CH:9]=[CH:10][C:11]([I:13])=[CH:12][C:5]=2[N:4]2[N:14]=[C:15]([C:17]([O:19][CH2:20][CH3:21])=[O:18])[CH:16]=[C:3]12.CC(C)=[O:24]. The catalyst is O.[N+]([O-])([O-])=O.[Ag+]. The product is [OH:24][CH:2]1[CH2:8][O:7][C:6]2[CH:9]=[CH:10][C:11]([I:13])=[CH:12][C:5]=2[N:4]2[N:14]=[C:15]([C:17]([O:19][CH2:20][CH3:21])=[O:18])[CH:16]=[C:3]12. The yield is 0.350. (5) The yield is 0.410. The catalyst is C1(C)C=CC=CC=1.[Cu]Cl. The reactants are [CH2:1]([O:5][P:6]([C:13]1[CH:17]=[C:16]([C:18]2[S:19][C:20]([C:35]3[S:36][C:37]([C:40]4[S:41][C:42](I)=[CH:43][CH:44]=4)=[CH:38][CH:39]=3)=[C:21]([P:23]([O:30][CH2:31][CH2:32][CH2:33][CH3:34])([O:25][CH2:26][CH2:27][CH2:28][CH3:29])=[O:24])[CH:22]=2)[S:15][C:14]=1[C:46]1[S:50][C:49]([C:51]2[S:52][C:53](I)=[CH:54][CH:55]=2)=[CH:48][CH:47]=1)([O:8][CH2:9][CH2:10][CH2:11][CH3:12])=[O:7])[CH2:2][CH2:3][CH3:4].[CH2:57]([O:61][P:62]([C:69]1[CH:73]=[C:72]([C:74]2[S:75][C:76]([Sn](CCCC)(CCCC)CCCC)=[C:77]([P:79]([O:86][CH2:87][CH2:88][CH2:89][CH3:90])([O:81][CH2:82][CH2:83][CH2:84][CH3:85])=[O:80])[CH:78]=2)[S:71][C:70]=1[C:104]1[S:105][CH:106]=[CH:107][CH:108]=1)([O:64][CH2:65][CH2:66][CH2:67][CH3:68])=[O:63])[CH2:58][CH2:59][CH3:60].[F-].[K+]. The product is [CH2:57]([O:61][P:62]([C:69]1[CH:73]=[C:72]([C:74]2[S:75][C:76]([C:53]3[S:52][C:51]([C:49]4[S:50][C:46]([C:14]5[S:15][C:16]([C:18]6[S:19][C:20]([C:35]7[S:36][C:37]([C:40]8[S:41][C:42]([C:20]9[S:19][C:18]([C:16]%10[S:15][C:14]([C:46]%11[S:50][CH:49]=[CH:48][CH:47]=%11)=[C:13]([P:6]([O:8][CH2:9][CH2:10][CH2:11][CH3:12])([O:5][CH2:1][CH2:2][CH2:3][CH3:4])=[O:7])[CH:17]=%10)=[CH:22][C:21]=9[P:23]([O:25][CH2:26][CH2:27][CH2:28][CH3:29])([O:30][CH2:31][CH2:32][CH2:33][CH3:34])=[O:24])=[CH:43][CH:44]=8)=[CH:38][CH:39]=7)=[C:21]([P:23]([O:30][CH2:31][CH2:32][CH2:33][CH3:34])([O:25][CH2:26][CH2:27][CH2:28][CH3:29])=[O:24])[CH:22]=6)=[CH:17][C:13]=5[P:6]([O:5][CH2:1][CH2:2][CH2:3][CH3:4])([O:8][CH2:9][CH2:10][CH2:11][CH3:12])=[O:7])=[CH:47][CH:48]=4)=[CH:55][CH:54]=3)=[C:77]([P:79]([O:86][CH2:87][CH2:88][CH2:89][CH3:90])([O:81][CH2:82][CH2:83][CH2:84][CH3:85])=[O:80])[CH:78]=2)[S:71][C:70]=1[C:104]1[S:105][CH:106]=[CH:107][CH:108]=1)([O:64][CH2:65][CH2:66][CH2:67][CH3:68])=[O:63])[CH2:58][CH2:59][CH3:60]. (6) The reactants are CC([O-:5])(C)C.[K+].[C:7]1([CH:13]([C:15]([CH:17]2[CH2:22][CH2:21][CH2:20][CH2:19][CH2:18]2)=O)[CH3:14])[CH:12]=[CH:11][CH:10]=[CH:9][CH:8]=1.[CH2:23](Br)[CH:24]=[CH2:25]. The catalyst is C1COCC1. The product is [C:7]1([C:13]2([CH3:14])[CH2:15][CH:17]([C:22](=[O:5])[CH:21]=[CH:20][CH2:19][CH3:18])[CH2:25][CH2:24][CH2:23]2)[CH:8]=[CH:9][CH:10]=[CH:11][CH:12]=1. The yield is 0.916. (7) The reactants are [NH:1]1[CH2:4][CH:3]([C:5]2[C:6]([O:11][C:12]3[CH:17]=[CH:16][C:15]([C:18]([C:20]4[NH:24][C:23]5[CH:25]=[CH:26][CH:27]=[CH:28][C:22]=5[N:21]=4)=[O:19])=[CH:14][CH:13]=3)=[N:7][CH:8]=[CH:9][CH:10]=2)[CH2:2]1.C(N(CC)CC)C.N1([C:41](=[O:43])[CH3:42])C=CN=C1.C1COCC1. The catalyst is CN(C=O)C. The product is [NH:24]1[C:23]2[CH:25]=[CH:26][CH:27]=[CH:28][C:22]=2[N:21]=[C:20]1[C:18]([C:15]1[CH:16]=[CH:17][C:12]([O:11][C:6]2[C:5]([CH:3]3[CH2:4][N:1]([C:41](=[O:43])[CH3:42])[CH2:2]3)=[CH:10][CH:9]=[CH:8][N:7]=2)=[CH:13][CH:14]=1)=[O:19]. The yield is 0.113. (8) The reactants are [Br:1][C:2]1[CH:9]=[CH:8][C:7]([OH:10])=[CH:6][C:3]=1[CH:4]=[O:5].[CH2:11](O)[CH2:12][OH:13]. The catalyst is C1(C)C=CC=CC=1.C1(C)C=CC(S(O)(=O)=O)=CC=1.C(=O)([O-])[O-].[K+].[K+]. The product is [Br:1][C:2]1[CH:9]=[CH:8][C:7]([OH:10])=[CH:6][C:3]=1[CH:4]1[O:13][CH2:12][CH2:11][O:5]1. The yield is 0.900. (9) The yield is 0.700. The reactants are [F:1][C:2]1[CH:31]=[C:30]([F:32])[CH:29]=[CH:28][C:3]=1[O:4][C:5]1[CH:10]=[CH:9][C:8]([S:11]([CH3:14])(=[O:13])=[O:12])=[CH:7][C:6]=1[C:15]1[C:16]2[CH:25]=[C:24]([CH2:26][OH:27])[NH:23][C:17]=2[C:18](=[O:22])[N:19]([CH3:21])[CH:20]=1.CC(OI1(OC(C)=O)(OC(C)=O)OC(=O)C2C1=CC=CC=2)=O.S(=O)(O)[O-].[Na+]. The catalyst is ClCCl.C(=O)(O)[O-].[Na+]. The product is [F:1][C:2]1[CH:31]=[C:30]([F:32])[CH:29]=[CH:28][C:3]=1[O:4][C:5]1[CH:10]=[CH:9][C:8]([S:11]([CH3:14])(=[O:12])=[O:13])=[CH:7][C:6]=1[C:15]1[C:16]2[CH:25]=[C:24]([CH:26]=[O:27])[NH:23][C:17]=2[C:18](=[O:22])[N:19]([CH3:21])[CH:20]=1.